Predict the reactants needed to synthesize the given product. From a dataset of Full USPTO retrosynthesis dataset with 1.9M reactions from patents (1976-2016). (1) Given the product [Cl:24][C:13]1[C:8]([O:7][CH2:6][CH2:5][CH2:4][C:3]([O:2][CH3:1])=[O:21])=[CH:9][C:10]([C:16]([O:18][CH2:19][CH3:20])=[O:17])=[C:11]([CH3:15])[N:12]=1, predict the reactants needed to synthesize it. The reactants are: [CH3:1][O:2][C:3](=[O:21])[CH2:4][CH2:5][CH2:6][O:7][C:8]1[C:13](=O)[NH:12][C:11]([CH3:15])=[C:10]([C:16]([O:18][CH2:19][CH3:20])=[O:17])[CH:9]=1.O=P(Cl)(Cl)[Cl:24]. (2) Given the product [NH2:28][C@H:25]1[CH2:26][CH2:27][N:23]([C:2]2[CH:11]=[CH:10][C:9]3[C:4](=[CH:5][CH:6]=[C:7]([Cl:22])[C:8]=3[NH:12][C:13](=[O:21])[CH2:14][CH2:15][CH:16]3[CH2:20][CH2:19][CH2:18][CH2:17]3)[N:3]=2)[CH2:24]1, predict the reactants needed to synthesize it. The reactants are: Cl[C:2]1[CH:11]=[CH:10][C:9]2[C:4](=[CH:5][CH:6]=[C:7]([Cl:22])[C:8]=2[NH:12][C:13](=[O:21])[CH2:14][CH2:15][CH:16]2[CH2:20][CH2:19][CH2:18][CH2:17]2)[N:3]=1.[NH:23]1[CH2:27][CH2:26][C@H:25]([NH2:28])[CH2:24]1. (3) Given the product [C:1]([O:5][C:6]([O:8][C:9]1[CH:16]=[CH:15][CH:14]=[CH:13][C:10]=1[C:11]([OH:23])=[O:12])=[O:7])([CH3:4])([CH3:2])[CH3:3], predict the reactants needed to synthesize it. The reactants are: [C:1]([O:5][C:6]([O:8][C:9]1[CH:16]=[CH:15][CH:14]=[CH:13][C:10]=1[CH:11]=[O:12])=[O:7])([CH3:4])([CH3:3])[CH3:2].CC(=CC)C.P([O-])([O-])(O)=[O:23].[Na+].[Na+].Cl([O-])=O.[Na+]. (4) Given the product [C:10]([Si:9]([CH3:14])([CH3:15])[O:8][CH:41]1[CH:32]([C:23]2[CH:24]=[CH:25][CH:26]=[CH:27][CH:28]=2)[NH:33][C:39]2[C:34]3=[N:33][C:32]([CH3:31])=[C:41]([CH3:42])[N:35]3[CH2:36][CH2:37][C:38]=2[C:42]1=[O:43])([CH3:11])([CH3:12])[CH3:13], predict the reactants needed to synthesize it. The reactants are: C([Si]([O:8][Si:9]([CH3:15])([CH3:14])[C:10]([CH3:13])([CH3:12])[CH3:11])(C)C)(C)(C)C.C(OC(=O)C(O)CN[C:23]1[CH:28]=[CH:27][CH:26]=[CH:25][CH:24]=1)C.[CH3:31][C:32]1[N:33]=[C:34]2[C:39](=O)[CH2:38][CH2:37][CH2:36][N:35]2[C:41]=1[CH3:42].[OH2:43]. (5) Given the product [CH:1]1[C:10]2[C:5](=[CH:6][C:7]([CH:11]([CH3:19])[C:12]([O:14][C:15]([CH3:18])([CH3:17])[CH3:16])=[O:13])=[CH:8][CH:9]=2)[CH:4]=[CH:3][N:2]=1, predict the reactants needed to synthesize it. The reactants are: [CH:1]1[C:10]2[C:5](=[CH:6][C:7]([CH2:11][C:12]([O:14][C:15]([CH3:18])([CH3:17])[CH3:16])=[O:13])=[CH:8][CH:9]=2)[CH:4]=[CH:3][N:2]=1.[CH3:19][Si]([N-][Si](C)(C)C)(C)C.[Li+].IC.